This data is from Experimentally validated miRNA-target interactions with 360,000+ pairs, plus equal number of negative samples. The task is: Binary Classification. Given a miRNA mature sequence and a target amino acid sequence, predict their likelihood of interaction. The protein sequence of the target gene is MEAARPFAREWRAQSLPLAVGGVLKLRLCELWLLLLGSSLNARFLPDEEDVDFINEYVNLHNELRGDVIPRGSNLRFMTWDVALSRTARAWGKKCLFTHNIYLQDVQMVHPKFYGIGENMWVGPENEFTASIAIRSWHAEKKMYNFENGSCSGDCSNYIQLVWDHSYKVGCAVTPCSKIGHIIHAAIFICNYAPGGTLTRRPYEPGIFCTRCGRRDKCTDFLCSNADRDQATYYRFWYPKWEMPRPVVCDPLCTFILLLRILCFILCVITVLIVQSQFPNILLEQQMIFTPEESEAGNEE.... The miRNA is hsa-miR-6888-3p with sequence AUCUGUCUCGAUUGUUUCCAG. Result: 1 (interaction).